The task is: Predict the reaction yield, written as a fraction of the theoretical maximum amount of product (1.0 means a 100% yield; for example, 0.34 means a 34% yield).. This data is from Reaction yield outcomes from USPTO patents with 853,638 reactions. (1) The product is [C:37]([C:17]1[CH:16]=[N:15][N:14]2[CH:40]=[C:11]([C:1]3[CH:6]=[CH:5][CH:4]=[CH:3][CH:2]=3)[CH:12]=[C:13]2[C:18]=1[NH:19][C@H:20]1[CH2:24][CH2:23][C@@:22]([CH2:26][NH:27][C:28](=[O:34])[O:29][C:30]([CH3:33])([CH3:32])[CH3:31])([CH3:25])[C:21]1([CH3:36])[CH3:35])(=[O:39])[NH2:38]. The reactants are [C:1]1(B(O)O)[CH:6]=[CH:5][CH:4]=[CH:3][CH:2]=1.Br[C:11]1[CH:12]=[C:13]2[C:18]([NH:19][C@@H:20]3[CH2:24][CH2:23][C@@:22]([CH2:26][NH:27][C:28](=[O:34])[O:29][C:30]([CH3:33])([CH3:32])[CH3:31])([CH3:25])[C:21]3([CH3:36])[CH3:35])=[C:17]([C:37](=[O:39])[NH2:38])[CH:16]=[N:15][N:14]2[CH:40]=1.P([O-])([O-])([O-])=O.[K+].[K+].[K+]. The catalyst is O1CCOCC1.C(OCC)(=O)C.CO.C(Cl)Cl.C1C=CC(P(C2C=CC=CC=2)[C-]2C=CC=C2)=CC=1.C1C=CC(P(C2C=CC=CC=2)[C-]2C=CC=C2)=CC=1.Cl[Pd]Cl.[Fe+2].C(Cl)Cl. The yield is 0.820. (2) The reactants are [F:1][C:2]1[CH:7]=[CH:6][CH:5]=[C:4](F)[C:3]=1[N+:9]([O-:11])=[O:10].[NH3:12].CO. The catalyst is O. The product is [F:1][C:2]1[C:3]([N+:9]([O-:11])=[O:10])=[C:4]([CH:5]=[CH:6][CH:7]=1)[NH2:12]. The yield is 0.510. (3) The reactants are [C:1]([C:5]1[CH:10]=[C:9]([C:11]([F:14])([F:13])[F:12])[C:8]([N+:15]([O-])=O)=[CH:7][C:6]=1[O:18]CC1C=CC=CC=1)([CH3:4])([CH3:3])[CH3:2].C([O-])=O.[NH4+]. The catalyst is CCO.[Pd]. The product is [NH2:15][C:8]1[C:9]([C:11]([F:12])([F:13])[F:14])=[CH:10][C:5]([C:1]([CH3:2])([CH3:3])[CH3:4])=[C:6]([OH:18])[CH:7]=1. The yield is 0.520. (4) The reactants are [F:1][C:2]1[C:3]([OH:21])=[C:4]([CH:15]=[C:16]([N+:18]([O-:20])=[O:19])[CH:17]=1)[CH2:5][N:6]([CH3:14])[C:7](=[O:13])[O:8][C:9]([CH3:12])([CH3:11])[CH3:10].Br[CH2:23][C:24]([CH:26]1[CH2:28][CH2:27]1)=[O:25].C([O-])([O-])=O.[K+].[K+]. The catalyst is CN(C=O)C. The product is [CH:26]1([C:24](=[O:25])[CH2:23][O:21][C:3]2[C:2]([F:1])=[CH:17][C:16]([N+:18]([O-:20])=[O:19])=[CH:15][C:4]=2[CH2:5][N:6]([CH3:14])[C:7](=[O:13])[O:8][C:9]([CH3:11])([CH3:12])[CH3:10])[CH2:28][CH2:27]1. The yield is 0.960. (5) The reactants are Br[C:2]1[CH:7]=[CH:6][C:5]([S:8]([O:11][CH2:12][CH:13]([CH3:15])[CH3:14])(=[O:10])=[O:9])=[CH:4][CH:3]=1.C([O:19][B:20](OC(C)C)[O:21]C(C)C)(C)C.C([Li])CCC. The catalyst is C1COCC1. The product is [CH2:12]([O:11][S:8]([C:5]1[CH:6]=[CH:7][C:2]([B:20]([OH:21])[OH:19])=[CH:3][CH:4]=1)(=[O:10])=[O:9])[CH:13]([CH3:15])[CH3:14]. The yield is 0.920. (6) The reactants are [NH2:1][C:2]1[S:3][C:4]([C:10]([CH3:13])([CH3:12])[CH3:11])=[CH:5][C:6]=1[C:7]([NH2:9])=[O:8].[C:14]1([CH3:23])[CH:19]=[CH:18][C:17]([N:20]=[C:21]=[O:22])=[CH:16][CH:15]=1. The catalyst is C1(C)C=CC=CC=1. The product is [C:7]([C:6]1[CH:5]=[C:4]([C:10]([CH3:13])([CH3:12])[CH3:11])[S:3][C:2]=1[NH:1][C:21]([NH:20][C:17]1[CH:18]=[CH:19][C:14]([CH3:23])=[CH:15][CH:16]=1)=[O:22])(=[O:8])[NH2:9]. The yield is 0.400.